Dataset: Catalyst prediction with 721,799 reactions and 888 catalyst types from USPTO. Task: Predict which catalyst facilitates the given reaction. (1) Reactant: [Br:1][C:2]1[CH:10]=[CH:9][C:5]([C:6](O)=[O:7])=[CH:4][C:3]=1[Cl:11].[CH3:12][Si:13]([CH2:16][NH2:17])([CH3:15])[CH3:14].O. Product: [Br:1][C:2]1[CH:10]=[CH:9][C:5]([C:6]([NH:17][CH2:16][Si:13]([CH3:15])([CH3:14])[CH3:12])=[O:7])=[CH:4][C:3]=1[Cl:11]. The catalyst class is: 4. (2) Reactant: F[B-](F)(F)F.[CH3:6][O:7][N:8]([C:10]1[N:15]=[C:14]([NH:16][CH2:17][CH2:18][CH3:19])[N:13]=[C:12]([N+:20]([CH3:23])(C)C)[N:11]=1)[CH3:9].S(O)(O)(=O)=O.[CH2:29](N)[C:30]#C.C(N)C#C.CS(C)=O.C(N(CC)C(C)C)(C)C. Product: [CH3:6][O:7][N:8]([CH3:9])[C:10]1[N:11]=[C:12]([NH:20][CH2:23][CH2:29][CH3:30])[N:13]=[C:14]([NH:16][CH2:17][C:18]#[CH:19])[N:15]=1. The catalyst class is: 170. (3) Reactant: [N:1]([CH2:4][C@@H:5]([NH:12][C:13]([C:15]1[CH:16]=[C:17]2[C:22](=[CH:23][CH:24]=1)[N:21]=[C:20]([NH:25][C:26]([C:28]1[C:29]([C:34]3[CH:39]=[CH:38][C:37]([C:40]([F:43])([F:42])[F:41])=[CH:36][CH:35]=3)=[CH:30][CH:31]=[CH:32][CH:33]=1)=[O:27])[CH:19]=[CH:18]2)=[O:14])[C:6]1[CH:11]=[CH:10][CH:9]=[CH:8][CH:7]=1)=[N+]=[N-].C1(P(C2C=CC=CC=2)C2C=CC=CC=2)C=CC=CC=1. Product: [NH2:1][CH2:4][C@@H:5]([NH:12][C:13]([C:15]1[CH:16]=[C:17]2[C:22](=[CH:23][CH:24]=1)[N:21]=[C:20]([NH:25][C:26]([C:28]1[C:29]([C:34]3[CH:35]=[CH:36][C:37]([C:40]([F:43])([F:41])[F:42])=[CH:38][CH:39]=3)=[CH:30][CH:31]=[CH:32][CH:33]=1)=[O:27])[CH:19]=[CH:18]2)=[O:14])[C:6]1[CH:11]=[CH:10][CH:9]=[CH:8][CH:7]=1. The catalyst class is: 12. (4) Reactant: [C:1]([O:5][C@@H:6]([C:12]1[C:32]([CH3:33])=[CH:31][C:15]2[N:16]=[C:17]([C:19]3[CH:24]=[CH:23][N:22]=[C:21]([N:25]4[CH2:30][CH2:29][NH:28][CH2:27][CH2:26]4)[CH:20]=3)[S:18][C:14]=2[C:13]=1[C:34]1[CH:39]=[CH:38][C:37]([Cl:40])=[CH:36][CH:35]=1)[C:7]([O:9][CH2:10][CH3:11])=[O:8])([CH3:4])([CH3:3])[CH3:2].[CH3:41][C:42]([CH3:44])=O.C(O)(=O)C.C([BH3-])#N.[Na+]. The catalyst class is: 162. Product: [C:1]([O:5][C@@H:6]([C:12]1[C:32]([CH3:33])=[CH:31][C:15]2[N:16]=[C:17]([C:19]3[CH:24]=[CH:23][N:22]=[C:21]([N:25]4[CH2:26][CH2:27][N:28]([CH:42]([CH3:44])[CH3:41])[CH2:29][CH2:30]4)[CH:20]=3)[S:18][C:14]=2[C:13]=1[C:34]1[CH:39]=[CH:38][C:37]([Cl:40])=[CH:36][CH:35]=1)[C:7]([O:9][CH2:10][CH3:11])=[O:8])([CH3:2])([CH3:3])[CH3:4]. (5) Reactant: Cl.[C:2]([C:6]1[CH:17]=[CH:16][C:9]([CH2:10][NH:11]C(=O)C[Cl:14])=[C:8]([OH:18])[CH:7]=1)([CH3:5])([CH3:4])[CH3:3]. Product: [ClH:14].[NH2:11][CH2:10][C:9]1[CH:16]=[CH:17][C:6]([C:2]([CH3:4])([CH3:3])[CH3:5])=[CH:7][C:8]=1[OH:18]. The catalyst class is: 8. (6) Reactant: [H-].[Na+].C(OP([CH2:11][C:12]([O:14][CH2:15][CH3:16])=[O:13])(OCC)=O)C.[C:17]([Si:21]([CH3:32])([CH3:31])[O:22][CH2:23][CH2:24][CH2:25][C:26]([CH3:30])([CH3:29])[CH:27]=O)([CH3:20])([CH3:19])[CH3:18].[Cl-].[NH4+]. Product: [CH2:15]([O:14][C:12](=[O:13])/[CH:11]=[CH:27]/[C:26]([CH3:30])([CH3:29])[CH2:25][CH2:24][CH2:23][O:22][Si:21]([C:17]([CH3:20])([CH3:19])[CH3:18])([CH3:32])[CH3:31])[CH3:16]. The catalyst class is: 7. (7) Reactant: [OH:1][C:2]1[C:9]([O:10][CH3:11])=[CH:8][CH:7]=[CH:6][C:3]=1[CH:4]=[O:5].C([O-])([O-])=O.[K+].[K+].I[CH2:19][CH:20]([CH3:22])[CH3:21]. Product: [CH2:19]([O:1][C:2]1[C:9]([O:10][CH3:11])=[CH:8][CH:7]=[CH:6][C:3]=1[CH:4]=[O:5])[CH:20]([CH3:22])[CH3:21]. The catalyst class is: 3. (8) Reactant: [NH:1]1[CH2:6][CH2:5][O:4][CH2:3][CH2:2]1.Cl[C:8]1[C:12]([C:13]([N:15]([O:17][CH3:18])[CH3:16])=[O:14])=[CH:11][N:10]([CH2:19][C:20]2[CH:25]=[CH:24][C:23]([O:26][CH3:27])=[CH:22][CH:21]=2)[N:9]=1.CCOC(C)=O. Product: [CH3:18][O:17][N:15]([CH3:16])[C:13]([C:12]1[C:8]([N:1]2[CH2:6][CH2:5][O:4][CH2:3][CH2:2]2)=[N:9][N:10]([CH2:19][C:20]2[CH:25]=[CH:24][C:23]([O:26][CH3:27])=[CH:22][CH:21]=2)[CH:11]=1)=[O:14]. The catalyst class is: 37. (9) Reactant: O[CH:2]1[C:11]2[C:10]([C:12]([O:14][CH3:15])=[O:13])=[CH:9][CH:8]=[CH:7][C:6]=2[CH2:5][CH2:4][CH2:3]1.Cl. Product: [C:10]1([C:12]([O:14][CH3:15])=[O:13])[C:11]2[CH:2]=[CH:3][CH2:4][CH2:5][C:6]=2[CH:7]=[CH:8][CH:9]=1. The catalyst class is: 5. (10) Reactant: [F:1][C:2]1[CH:7]=[CH:6][C:5]([C@H:8]([CH2:18][C:19]([N:21]2[CH2:26][CH2:25][O:24][CH2:23][CH2:22]2)=[O:20])[C:9]([NH:11][C@H:12]([CH2:16][OH:17])[CH:13]([CH3:15])[CH3:14])=[O:10])=[CH:4][CH:3]=1.CC(OI1(OC(C)=O)(OC(C)=O)OC(=O)C2C=CC=CC1=2)=O. Product: [F:1][C:2]1[CH:7]=[CH:6][C:5]([C@H:8]([CH2:18][C:19]([N:21]2[CH2:26][CH2:25][O:24][CH2:23][CH2:22]2)=[O:20])[C:9]([NH:11][C@H:12]([CH:16]=[O:17])[CH:13]([CH3:14])[CH3:15])=[O:10])=[CH:4][CH:3]=1. The catalyst class is: 91.